Task: Predict the reactants needed to synthesize the given product.. Dataset: Full USPTO retrosynthesis dataset with 1.9M reactions from patents (1976-2016) (1) Given the product [CH3:9][NH:8][C:6](=[O:7])[C:5]1[CH:10]=[CH:11][C:2]([B:16]2[O:17][C:18]([CH3:20])([CH3:19])[C:14]([CH3:30])([CH3:13])[O:15]2)=[CH:3][C:4]=1[CH3:12], predict the reactants needed to synthesize it. The reactants are: Br[C:2]1[CH:11]=[CH:10][C:5]([C:6]([NH:8][CH3:9])=[O:7])=[C:4]([CH3:12])[CH:3]=1.[CH3:13][C:14]1([CH3:30])[C:18]([CH3:20])([CH3:19])[O:17][B:16]([B:16]2[O:17][C:18]([CH3:20])([CH3:19])[C:14]([CH3:30])([CH3:13])[O:15]2)[O:15]1.O1CCOCC1.ClCCl.C([O-])(=O)C.[K+]. (2) Given the product [Br:5][CH2:1][CH2:8][CH2:9][CH2:10][N:11]1[C:19]2[C:18](=[O:20])[NH:17][C:16]([NH:21][CH2:22][C:23]3[CH:28]=[CH:27][C:26]([Cl:29])=[C:25]([Cl:30])[CH:24]=3)=[N:15][C:14]=2[N:13]=[CH:12]1, predict the reactants needed to synthesize it. The reactants are: [C:1]([Br:5])(Br)(Br)Br.OC[CH2:8][CH2:9][CH2:10][N:11]1[C:19]2[C:18](=[O:20])[NH:17][C:16]([NH:21][CH2:22][C:23]3[CH:28]=[CH:27][C:26]([Cl:29])=[C:25]([Cl:30])[CH:24]=3)=[N:15][C:14]=2[N:13]=[CH:12]1.C1(P(C2C=CC=CC=2)C2C=CC=CC=2)C=CC=CC=1. (3) Given the product [CH2:33]([O:35][C:36]1[CH:37]=[C:38]([CH:66]=[C:67]([O:69][CH2:70][CH3:71])[CH:68]=1)[C:39]([NH:41][C:42]1[CH:47]=[CH:46][C:45]([C:48]2[CH:56]=[C:55]3[C:51]([CH2:52][N:53]([C@@H:58]([CH:63]([CH3:64])[CH3:65])[C:59]([OH:61])=[O:60])[C:54]3=[O:57])=[CH:50][CH:49]=2)=[CH:44][CH:43]=1)=[O:40])[CH3:34], predict the reactants needed to synthesize it. The reactants are: C(NC1C=CC(C2C=C3C(CN([C@@H](C(C)C)C(O)=O)C3=O)=CC=2)=CC=1)(=O)C1C=CC=CC=1.[CH2:33]([O:35][C:36]1[CH:37]=[C:38]([CH:66]=[C:67]([O:69][CH2:70][CH3:71])[CH:68]=1)[C:39]([NH:41][C:42]1[CH:47]=[CH:46][C:45]([C:48]2[CH:56]=[C:55]3[C:51]([CH2:52][N:53]([C@@H:58]([CH:63]([CH3:65])[CH3:64])[C:59]([O:61]C)=[O:60])[C:54]3=[O:57])=[CH:50][CH:49]=2)=[CH:44][CH:43]=1)=[O:40])[CH3:34]. (4) Given the product [CH3:1][C:2]1([CH3:31])[CH2:7][CH2:6][C:5]([C:8]2[C:13]([NH:14][C:15]([C:17]3[NH:18][CH:19]=[C:20]([C:22]#[N:23])[N:21]=3)=[O:16])=[CH:12][CH:11]=[C:10]([C:24]3([N:36]4[CH2:37][CH2:38][N:33]([CH3:32])[CH2:34][CH2:35]4)[CH2:29][CH2:28][O:27][CH2:26][CH2:25]3)[N:9]=2)=[CH:4][CH2:3]1, predict the reactants needed to synthesize it. The reactants are: [CH3:1][C:2]1([CH3:31])[CH2:7][CH2:6][C:5]([C:8]2[C:13]([NH:14][C:15]([C:17]3[NH:18][CH:19]=[C:20]([C:22]#[N:23])[N:21]=3)=[O:16])=[CH:12][CH:11]=[C:10]([C:24]3(O)[CH2:29][CH2:28][O:27][CH2:26][CH2:25]3)[N:9]=2)=[CH:4][CH2:3]1.[CH3:32][N:33]1[CH2:38][CH2:37][NH:36][CH2:35][CH2:34]1.